This data is from Forward reaction prediction with 1.9M reactions from USPTO patents (1976-2016). The task is: Predict the product of the given reaction. (1) Given the reactants [Cl:1][C:2]1[CH:7]=[CH:6][C:5]([C@H:8]2[N:15]3[C:11]([S:12][C:13]([C:19]([OH:21])=O)=[C:14]3[CH:16]([CH3:18])[CH3:17])=[N:10][C@:9]2([C:23]2[CH:28]=[CH:27][C:26]([Cl:29])=[CH:25][CH:24]=2)[CH3:22])=[CH:4][CH:3]=1.[CH3:30][N:31]([CH3:36])[CH:32]1[CH2:35][NH:34][CH2:33]1, predict the reaction product. The product is: [Cl:1][C:2]1[CH:7]=[CH:6][C:5]([C@H:8]2[N:15]3[C:11]([S:12][C:13]([C:19]([N:34]4[CH2:35][CH:32]([N:31]([CH3:36])[CH3:30])[CH2:33]4)=[O:21])=[C:14]3[CH:16]([CH3:18])[CH3:17])=[N:10][C@:9]2([C:23]2[CH:24]=[CH:25][C:26]([Cl:29])=[CH:27][CH:28]=2)[CH3:22])=[CH:4][CH:3]=1. (2) Given the reactants [Br:1][C:2]1[C:7]2[N:8]([CH3:20])[C:9]([NH:11][C:12]3[C:17]([Cl:18])=[CH:16][CH:15]=[CH:14][C:13]=3[Cl:19])=[N:10][C:6]=2[CH:5]=[C:4]([C:21]([OH:23])=O)[CH:3]=1.[CH:24]1([NH2:30])[CH2:29][CH2:28][CH2:27][CH2:26][CH2:25]1.CN(C(ON1N=NC2C=CC=CC1=2)=[N+](C)C)C.[B-](F)(F)(F)F, predict the reaction product. The product is: [CH:24]1([NH:30][C:21]([C:4]2[CH:3]=[C:2]([Br:1])[C:7]3[N:8]([CH3:20])[C:9]([NH:11][C:12]4[C:13]([Cl:19])=[CH:14][CH:15]=[CH:16][C:17]=4[Cl:18])=[N:10][C:6]=3[CH:5]=2)=[O:23])[CH2:29][CH2:28][CH2:27][CH2:26][CH2:25]1. (3) The product is: [CH2:1]([O:3][C:4]([C:6]1[C:12]2[NH:13][C:14]3[CH:15]=[CH:16][CH:17]=[CH:18][C:19]=3[C:11]=2[CH2:10][CH2:9][N:8]([S:27]([C:24]2[CH:25]=[CH:26][C:21]([CH3:20])=[C:22]([N+:31]([O-:33])=[O:32])[CH:23]=2)(=[O:28])=[O:29])[CH:7]=1)=[O:5])[CH3:2]. Given the reactants [CH2:1]([O:3][C:4]([C:6]1[C:12]2[NH:13][C:14]3[CH:15]=[CH:16][CH:17]=[CH:18][C:19]=3[C:11]=2[CH2:10][CH2:9][NH:8][CH:7]=1)=[O:5])[CH3:2].[CH3:20][C:21]1[CH:26]=[CH:25][C:24]([S:27](Cl)(=[O:29])=[O:28])=[CH:23][C:22]=1[N+:31]([O-:33])=[O:32], predict the reaction product. (4) Given the reactants [OH:1][CH2:2][C@@H:3]1[CH2:8][CH2:7][C@H:6]([NH:9][C:10](=[O:27])[C:11]2[CH:16]=[C:15]([F:17])[CH:14]=[N:13][C:12]=2[O:18][C:19]2[CH:24]=[CH:23][CH:22]=[C:21]([S:25][CH3:26])[CH:20]=2)[CH2:5][CH2:4]1.[OH:28]OS([O-])=O.[K+], predict the reaction product. The product is: [F:17][C:15]1[CH:14]=[N:13][C:12]([O:18][C:19]2[CH:24]=[CH:23][CH:22]=[C:21]([S:25]([CH3:26])=[O:28])[CH:20]=2)=[C:11]([CH:16]=1)[C:10]([NH:9][C@H:6]1[CH2:7][CH2:8][C@@H:3]([CH2:2][OH:1])[CH2:4][CH2:5]1)=[O:27]. (5) Given the reactants CC(C)C[N:4]1[C:8]2=[C:9]3[N:19]=[CH:18][N:17]=[C:10]3[C:11]3[CH:12]=[CH:13][CH:14]=[N:15][C:16]=3[N:7]2N=N1.[H][H], predict the reaction product. The product is: [CH3:10][CH:11]([CH3:12])[CH2:16][N:17]1[C:10]2[C:11]3[CH2:12][CH2:13][CH2:14][NH:15][C:16]=3[N:7]=[C:8]([NH2:4])[C:9]=2[N:19]=[CH:18]1. (6) Given the reactants [BH-](OC(C)=O)(OC(C)=O)OC(C)=O.[Na+].[CH2:15]([N:22]1[C:34]2[C:33]3[CH:32]=[C:31]([O:35][CH3:36])[C:30]([C:37]4[C:38]([CH3:43])=[N:39][O:40][C:41]=4[CH3:42])=[CH:29][C:28]=3[N:27]=[C:26]([CH:44]=O)[C:25]=2[O:24][C:23]1=[O:46])[C:16]1[CH:21]=[CH:20][CH:19]=[CH:18][CH:17]=1.[CH2:47]([NH2:49])[CH3:48].C([O-])(O)=O.[Na+], predict the reaction product. The product is: [CH2:15]([N:22]1[C:34]2[C:33]3[CH:32]=[C:31]([O:35][CH3:36])[C:30]([C:37]4[C:38]([CH3:43])=[N:39][O:40][C:41]=4[CH3:42])=[CH:29][C:28]=3[N:27]=[C:26]([CH2:44][NH:49][CH2:47][CH3:48])[C:25]=2[O:24][C:23]1=[O:46])[C:16]1[CH:17]=[CH:18][CH:19]=[CH:20][CH:21]=1. (7) The product is: [F:24][C:19]1[CH:20]=[N:21][CH:22]=[CH:23][C:18]=1[C:4]1[CH:3]=[C:2]([N:29]2[CH2:30][CH2:31][N:26]([CH3:25])[CH2:27][CH2:28]2)[N:7]=[N:6][C:5]=1[C:8]1[CH:17]=[CH:16][C:15]2[C:10](=[CH:11][CH:12]=[CH:13][CH:14]=2)[CH:9]=1. Given the reactants Br[C:2]1[N:7]=[N:6][C:5]([C:8]2[CH:17]=[CH:16][C:15]3[C:10](=[CH:11][CH:12]=[CH:13][CH:14]=3)[CH:9]=2)=[C:4]([C:18]2[CH:23]=[CH:22][N:21]=[CH:20][C:19]=2[F:24])[CH:3]=1.[CH3:25][N:26]1[CH2:31][CH2:30][NH:29][CH2:28][CH2:27]1, predict the reaction product. (8) Given the reactants [H-].[Na+].[C:3]1([OH:9])[CH:8]=[CH:7][CH:6]=[CH:5][CH:4]=1.Cl[C:11]1[C:20]([N+:21]([O-:23])=[O:22])=[C:19]([NH:24][CH2:25][CH2:26][O:27][CH2:28][CH2:29][CH2:30][C:31]2[CH:32]=[N:33][CH:34]=[CH:35][CH:36]=2)[C:18]2[CH2:17][CH2:16][CH2:15][CH2:14][C:13]=2[N:12]=1, predict the reaction product. The product is: [N+:21]([C:20]1[C:11]([O:9][C:3]2[CH:8]=[CH:7][CH:6]=[CH:5][CH:4]=2)=[N:12][C:13]2[CH2:14][CH2:15][CH2:16][CH2:17][C:18]=2[C:19]=1[NH:24][CH2:25][CH2:26][O:27][CH2:28][CH2:29][CH2:30][C:31]1[CH:32]=[N:33][CH:34]=[CH:35][CH:36]=1)([O-:23])=[O:22].